The task is: Predict the reactants needed to synthesize the given product.. This data is from Full USPTO retrosynthesis dataset with 1.9M reactions from patents (1976-2016). (1) Given the product [OH:75][C@H:7]([C@H:8]([NH:12][C:13](=[O:74])[C@H:14]([NH:36][C:37](=[O:73])[C@H:38]([NH:43][C:44](=[O:72])[CH2:45][C@@H:46]([OH:71])/[CH:47]=[CH:48]/[CH2:49][CH2:50][S:51][C:52]([C:65]1[CH:66]=[CH:67][CH:68]=[CH:69][CH:70]=1)([C:53]1[CH:58]=[CH:57][CH:56]=[CH:55][CH:54]=1)[C:59]1[CH:64]=[CH:63][CH:62]=[CH:61][CH:60]=1)[CH2:39][CH:40]([CH3:41])[CH3:42])[CH2:15][S:16][C:17]([C:18]1[CH:19]=[CH:20][CH:21]=[CH:22][CH:23]=1)([C:30]1[CH:35]=[CH:34][CH:33]=[CH:32][CH:31]=1)[C:24]1[CH:25]=[CH:26][CH:27]=[CH:28][CH:29]=1)[CH:9]([CH3:11])[CH3:10])[CH2:6][C:5]([OH:76])=[O:4], predict the reactants needed to synthesize it. The reactants are: C([O:4][C:5](=[O:76])[CH2:6][C@H:7]([OH:75])[C@H:8]([NH:12][C:13](=[O:74])[C@H:14]([NH:36][C:37](=[O:73])[C@H:38]([NH:43][C:44](=[O:72])[CH2:45][C@@H:46]([OH:71])/[CH:47]=[CH:48]/[CH2:49][CH2:50][S:51][C:52]([C:65]1[CH:70]=[CH:69][CH:68]=[CH:67][CH:66]=1)([C:59]1[CH:64]=[CH:63][CH:62]=[CH:61][CH:60]=1)[C:53]1[CH:58]=[CH:57][CH:56]=[CH:55][CH:54]=1)[CH2:39][CH:40]([CH3:42])[CH3:41])[CH2:15][S:16][C:17]([C:30]1[CH:35]=[CH:34][CH:33]=[CH:32][CH:31]=1)([C:24]1[CH:29]=[CH:28][CH:27]=[CH:26][CH:25]=1)[C:18]1[CH:23]=[CH:22][CH:21]=[CH:20][CH:19]=1)[CH:9]([CH3:11])[CH3:10])C=C.N1CCOCC1. (2) Given the product [CH3:9][N:5]1[CH:6]=[C:7]([CH3:8])[C:3]([CH2:2][NH:12][CH2:10][CH3:11])=[N:4]1, predict the reactants needed to synthesize it. The reactants are: Cl[CH2:2][C:3]1[C:7]([CH3:8])=[CH:6][N:5]([CH3:9])[N:4]=1.[CH2:10]([NH2:12])[CH3:11].